Dataset: Forward reaction prediction with 1.9M reactions from USPTO patents (1976-2016). Task: Predict the product of the given reaction. (1) Given the reactants FC(F)(F)S(O[C:7]1[CH:12]=[CH:11][C:10]([F:13])=[C:9]([NH:14][CH2:15][CH:16]2[CH2:21][O:20][CH2:19][C:18]([CH3:23])([CH3:22])[O:17]2)[N:8]=1)(=O)=O.[Cl:26][C:27]1[C:28](B(O)O)=[CH:29][C:30]([F:33])=[N:31][CH:32]=1.C(=O)([O-])[O-].[Na+].[Na+], predict the reaction product. The product is: [Cl:26][C:27]1[C:28]([C:7]2[CH:12]=[CH:11][C:10]([F:13])=[C:9]([NH:14][CH2:15][CH:16]3[CH2:21][O:20][CH2:19][C:18]([CH3:22])([CH3:23])[O:17]3)[N:8]=2)=[CH:29][C:30]([F:33])=[N:31][CH:32]=1. (2) Given the reactants [NH2:1][C:2]1[C:10]([C:11]2[S:15][C:14]3[CH:16]=[CH:17][C:18]([NH:20][C:21]([NH:23][C:24]4[CH:29]=[CH:28][C:27]([F:30])=[C:26]([Cl:31])[CH:25]=4)=[O:22])=[CH:19][C:13]=3[CH:12]=2)=[CH:9][C:5]([C:6](O)=[O:7])=[CH:4][N:3]=1.[CH3:32][S@:33]([CH2:36][CH2:37][CH2:38][CH2:39][C:40]([O:42][CH3:43])=[O:41])(=[NH:35])=[O:34], predict the reaction product. The product is: [NH2:1][C:2]1[N:3]=[CH:4][C:5]([C:6]([N:35]=[S:33]([CH2:36][CH2:37][CH2:38][CH2:39][C:40]([O:42][CH3:43])=[O:41])([CH3:32])=[O:34])=[O:7])=[CH:9][C:10]=1[C:11]1[S:15][C:14]2[CH:16]=[CH:17][C:18]([NH:20][C:21]([NH:23][C:24]3[CH:29]=[CH:28][C:27]([F:30])=[C:26]([Cl:31])[CH:25]=3)=[O:22])=[CH:19][C:13]=2[CH:12]=1. (3) Given the reactants [Br:1][C:2]1[CH:10]=[CH:9][C:5]([C:6](Cl)=[O:7])=[CH:4][CH:3]=1.[CH3:11][O:12][C:13]1[CH:14]=[C:15]([C:19]2([OH:25])[CH2:24][CH2:23][CH2:22][NH:21][CH2:20]2)[CH:16]=[CH:17][CH:18]=1, predict the reaction product. The product is: [Br:1][C:2]1[CH:10]=[CH:9][C:5]([C:6]([N:21]2[CH2:22][CH2:23][CH2:24][C:19]([OH:25])([C:15]3[CH:16]=[CH:17][CH:18]=[C:13]([O:12][CH3:11])[CH:14]=3)[CH2:20]2)=[O:7])=[CH:4][CH:3]=1. (4) Given the reactants Cl.[Cl:2][C:3]1[CH:8]=[CH:7][N:6]=[C:5]([C:9]([NH:11][CH3:12])=[O:10])[CH:4]=1, predict the reaction product. The product is: [ClH:2].[Cl:2][C:3]1[CH:8]=[CH:7][N:6]=[C:5]([C:9]([NH:11][CH3:12])=[O:10])[CH:4]=1. (5) Given the reactants Br[C:2]1[CH:7]=[CH:6][C:5]([N:8]([C:15]2[CH:20]=[CH:19][CH:18]=[CH:17][CH:16]=2)[C:9]2[CH:14]=[CH:13][CH:12]=[CH:11][CH:10]=2)=[CH:4][CH:3]=1.[B:21]1([B:21]2[O:25][C:24]([CH3:27])([CH3:26])[C:23]([CH3:29])([CH3:28])[O:22]2)[O:25][C:24]([CH3:27])([CH3:26])[C:23]([CH3:29])([CH3:28])[O:22]1.C([O-])(=O)C.[K+], predict the reaction product. The product is: [CH3:28][C:23]1([CH3:29])[C:24]([CH3:27])([CH3:26])[O:25][B:21]([C:2]2[CH:7]=[CH:6][C:5]([N:8]([C:15]3[CH:20]=[CH:19][CH:18]=[CH:17][CH:16]=3)[C:9]3[CH:14]=[CH:13][CH:12]=[CH:11][CH:10]=3)=[CH:4][CH:3]=2)[O:22]1. (6) Given the reactants [CH2:1]([O:8][CH2:9][C:10]([NH:12][C:13]1[CH:14]=[C:15]2[C:19](=[CH:20][C:21]=1[C:22]#[N:23])[CH:18]([NH:24][C:25]1[CH:37]=[CH:36][C:28]([C:29]([O:31][C:32]([CH3:35])([CH3:34])[CH3:33])=[O:30])=[CH:27][CH:26]=1)[CH2:17][CH2:16]2)=O)[C:2]1[CH:7]=[CH:6][CH:5]=[CH:4][CH:3]=1.CC[OH:40].OO.[OH-].[Na+], predict the reaction product. The product is: [CH2:1]([O:8][CH2:9][C:10]1[NH:23][C:22](=[O:40])[C:21]2[C:13](=[CH:14][C:15]3[CH2:16][CH2:17][CH:18]([NH:24][C:25]4[CH:37]=[CH:36][C:28]([C:29]([O:31][C:32]([CH3:35])([CH3:34])[CH3:33])=[O:30])=[CH:27][CH:26]=4)[C:19]=3[CH:20]=2)[N:12]=1)[C:2]1[CH:3]=[CH:4][CH:5]=[CH:6][CH:7]=1. (7) Given the reactants [Cl:1][C:2]1[CH:28]=[C:27]([OH:29])[CH:26]=[CH:25][C:3]=1[CH2:4][N:5]([C:18]1[CH:23]=[CH:22][C:21](I)=[CH:20][CH:19]=1)[S:6]([C:9]1[C:14]([CH3:15])=[CH:13][C:12]([CH3:16])=[CH:11][C:10]=1[CH3:17])(=[O:8])=[O:7].[CH2:30]([OH:33])[CH:31]=[CH2:32].C(=O)(O)[O-].[Na+].O, predict the reaction product. The product is: [Cl:1][C:2]1[CH:28]=[C:27]([OH:29])[CH:26]=[CH:25][C:3]=1[CH2:4][N:5]([C:18]1[CH:23]=[CH:22][C:21]([CH2:32][CH2:31][CH:30]=[O:33])=[CH:20][CH:19]=1)[S:6]([C:9]1[C:14]([CH3:15])=[CH:13][C:12]([CH3:16])=[CH:11][C:10]=1[CH3:17])(=[O:8])=[O:7].